This data is from Reaction yield outcomes from USPTO patents with 853,638 reactions. The task is: Predict the reaction yield, written as a fraction of the theoretical maximum amount of product (1.0 means a 100% yield; for example, 0.34 means a 34% yield). (1) The reactants are [N+:1]([C:4]1[CH:10]=[CH:9][C:7]([NH2:8])=[CH:6][CH:5]=1)([O-:3])=[O:2].C1(C)C=CC=CC=1.[CH2:18]([O:25][C:26]1[C:27]([CH3:35])=[N:28][C:29](Br)=[C:30]([CH3:33])[C:31]=1[CH3:32])[C:19]1[CH:24]=[CH:23][CH:22]=[CH:21][CH:20]=1.CC([O-])(C)C.[Na+]. The catalyst is CCOC(C)=O.O.[Pd].C1C=CC(P(C2C(C3C(P(C4C=CC=CC=4)C4C=CC=CC=4)=CC=C4C=3C=CC=C4)=C3C(C=CC=C3)=CC=2)C2C=CC=CC=2)=CC=1. The product is [CH2:18]([O:25][C:26]1[C:31]([CH3:32])=[C:30]([CH3:33])[C:29]([NH:8][C:7]2[CH:9]=[CH:10][C:4]([N+:1]([O-:3])=[O:2])=[CH:5][CH:6]=2)=[N:28][C:27]=1[CH3:35])[C:19]1[CH:24]=[CH:23][CH:22]=[CH:21][CH:20]=1. The yield is 0.910. (2) The reactants are C(OC([N:8]1[CH:12]=[C:11]([CH2:13][CH2:14][O:15][C:16]2[CH:25]=[CH:24][C:23]3[C:22](=[O:26])[CH2:21][CH2:20][CH2:19][C:18]=3[CH:17]=2)[N:10]=[CH:9]1)=O)(C)(C)C.[Br:27][C:28]1[CH:35]=[CH:34][C:31]([CH:32]=O)=[CH:30][CH:29]=1. The catalyst is [OH-].[K+].CCO. The product is [Br:27][C:28]1[CH:35]=[CH:34][C:31]([CH:32]=[C:21]2[CH2:20][CH2:19][C:18]3[C:23](=[CH:24][CH:25]=[C:16]([O:15][CH2:14][CH2:13][C:11]4[N:10]=[CH:9][NH:8][CH:12]=4)[CH:17]=3)[C:22]2=[O:26])=[CH:30][CH:29]=1. The yield is 0.510.